This data is from Reaction yield outcomes from USPTO patents with 853,638 reactions. The task is: Predict the reaction yield, written as a fraction of the theoretical maximum amount of product (1.0 means a 100% yield; for example, 0.34 means a 34% yield). (1) The catalyst is C1COCC1.CCOC(C)=O. The product is [CH3:19][O:18][C:14]1[S:13][C:12]2=[N:11][C:10]([C:8]3[O:9][C:5]4[CH:4]=[C:3]([O:2][CH3:1])[CH:21]=[C:20]([O:22][CH2:34][C:31]5[N:30]=[C:29]([C:23]6[CH:24]=[CH:25][CH:26]=[CH:27][CH:28]=6)[S:33][N:32]=5)[C:6]=4[CH:7]=3)=[CH:17][N:16]2[N:15]=1. The yield is 0.490. The reactants are [CH3:1][O:2][C:3]1[CH:4]=[C:5]2[O:9][C:8]([C:10]3[N:11]=[C:12]4[N:16]([CH:17]=3)[N:15]=[C:14]([O:18][CH3:19])[S:13]4)=[CH:7][C:6]2=[C:20]([OH:22])[CH:21]=1.[C:23]1([C:29]2[S:33][N:32]=[C:31]([CH2:34]O)[N:30]=2)[CH:28]=[CH:27][CH:26]=[CH:25][CH:24]=1.C(P(CCCC)CCCC)CCC.N(C(N1CCCCC1)=O)=NC(N1CCCCC1)=O. (2) The reactants are C([O:5][C:6](=[O:18])[CH2:7][NH:8][C:9](=[O:17])[C:10]1[CH:15]=[CH:14][C:13]([OH:16])=[CH:12][CH:11]=1)(C)(C)C.[CH2:19]1[C:27]2[C:22](=[CH:23][CH:24]=[CH:25][CH:26]=2)[CH2:21][CH:20]1[CH2:28]O. No catalyst specified. The product is [CH2:19]1[C:27]2[C:22](=[CH:23][CH:24]=[CH:25][CH:26]=2)[CH2:21][CH:20]1[CH2:28][O:16][C:13]1[CH:12]=[CH:11][C:10]([C:9]([NH:8][CH2:7][C:6]([OH:5])=[O:18])=[O:17])=[CH:15][CH:14]=1. The yield is 0.850. (3) The reactants are [CH3:1][C:2]1[CH:7]=[CH:6][N:5]=[CH:4][C:3]=1[N:8]1[CH2:12][CH2:11][NH:10][C:9]1=[O:13].Br[C:15]1[CH:16]=[N:17][C:18]2[C:23]([CH:24]=1)=[CH:22][CH:21]=[CH:20][CH:19]=2.N[C@@H]1CCCC[C@H]1N.C(=O)([O-])[O-].[K+].[K+]. The catalyst is [Cu](I)I.O1CCOCC1. The product is [CH3:1][C:2]1[CH:7]=[CH:6][N:5]=[CH:4][C:3]=1[N:8]1[CH2:12][CH2:11][N:10]([C:15]2[CH:16]=[N:17][C:18]3[C:23]([CH:24]=2)=[CH:22][CH:21]=[CH:20][CH:19]=3)[C:9]1=[O:13]. The yield is 0.738. (4) The reactants are C(NC(C1SC(N2C=C(C(OCC)=O)N=N2)=NC=1C)=O)C1C=CC=CC=1.[CH2:27]([NH:34][C:35]([C:37]1[S:41][C:40]([N:42]2[C:46]([CH3:47])=[C:45]([C:48]([O:50]CC)=[O:49])[N:44]=[N:43]2)=[N:39][C:38]=1[CH3:53])=[O:36])[C:28]1[CH:33]=[CH:32][CH:31]=[CH:30][CH:29]=1. No catalyst specified. The product is [CH2:27]([NH:34][C:35]([C:37]1[S:41][C:40]([N:42]2[C:46]([CH3:47])=[C:45]([C:48]([OH:50])=[O:49])[N:44]=[N:43]2)=[N:39][C:38]=1[CH3:53])=[O:36])[C:28]1[CH:29]=[CH:30][CH:31]=[CH:32][CH:33]=1. The yield is 0.730. (5) The reactants are [F:1][C:2]1[CH:3]=[C:4]([CH:6]=[CH:7][CH:8]=1)[NH2:5].Cl.Cl[C:11]1[N:16]=[C:15]([NH:17][C@@H:18]2[CH2:26][C@H:25]3[N:21]([CH2:22][CH2:23][CH2:24]3)[C:20]([CH3:28])([CH3:27])[CH2:19]2)[C:14]([F:29])=[CH:13][N:12]=1.CC1C=CC(S(O)(=O)=[O:38])=CC=1.O.C[CH:43]([OH:45])[CH3:44]. No catalyst specified. The product is [CH3:27][C:20]1([CH3:28])[CH2:19][C@H:18]([NH:17][C:15]2[C:14]([F:29])=[CH:13][N:12]=[C:11]([NH:5][C:4]3[CH:6]=[CH:7][C:8]([O:38][CH2:44][CH2:43][OH:45])=[C:2]([F:1])[CH:3]=3)[N:16]=2)[CH2:26][C@H:25]2[N:21]1[CH2:22][CH2:23][CH2:24]2. The yield is 0.330. (6) The reactants are [NH:1]([C:3]1[CH:4]=[C:5]([CH:8]=[CH:9][N:10]=1)[C:6]#[N:7])[NH2:2].CN(C)/[CH:13]=[CH:14]/[C:15]([C:17]1[CH:22]=[CH:21][C:20]([F:23])=[CH:19][CH:18]=1)=O. No catalyst specified. The product is [F:23][C:20]1[CH:21]=[CH:22][C:17]([C:15]2[N:1]([C:3]3[CH:4]=[C:5]([CH:8]=[CH:9][N:10]=3)[C:6]#[N:7])[N:2]=[CH:13][CH:14]=2)=[CH:18][CH:19]=1. The yield is 0.320. (7) The reactants are [Li]CCCC.CCCCCC.Br[C:13]1[C:26]2[C:27]3=[C:28]4[C:23](=[CH:24][CH:25]=2)[CH:22]=[CH:21][CH:20]=[C:19]4[CH:18]=[CH:17][C:16]3=[CH:15][CH:14]=1.[B:29](OC)([O:32]C)[O:30]C.Cl. The catalyst is O1CCCC1. The product is [C:13]1([B:29]([OH:32])[OH:30])[C:26]2[C:27]3=[C:28]4[C:23](=[CH:24][CH:25]=2)[CH:22]=[CH:21][CH:20]=[C:19]4[CH:18]=[CH:17][C:16]3=[CH:15][CH:14]=1. The yield is 0.700. (8) The reactants are [CH3:1][CH:2]([CH2:4][CH2:5][CH2:6][C@H:7]([CH2:9][CH2:10][CH2:11][C@H:12]([CH2:14][CH2:15][CH2:16]/[C:17](=[CH:19]/[CH2:20][OH:21])/[CH3:18])[CH3:13])[CH3:8])[CH3:3].[Br:22][CH2:23][CH2:24][CH2:25][CH2:26][CH2:27][C:28](O)=[O:29].C1(N=C=NC2CCCCC2)CCCCC1. The catalyst is CN(C)C1C=CN=CC=1.ClCCl. The product is [Br:22][CH2:23][CH2:24][CH2:25][CH2:26][CH2:27][C:28]([O:21][CH2:20]/[CH:19]=[C:17](\[CH3:18])/[CH2:16][CH2:15][CH2:14][CH:12]([CH3:13])[CH2:11][CH2:10][CH2:9][CH:7]([CH3:8])[CH2:6][CH2:5][CH2:4][CH:2]([CH3:1])[CH3:3])=[O:29]. The yield is 0.830.